This data is from Peptide-MHC class II binding affinity with 134,281 pairs from IEDB. The task is: Regression. Given a peptide amino acid sequence and an MHC pseudo amino acid sequence, predict their binding affinity value. This is MHC class II binding data. (1) The peptide sequence is RVWITNNPHMQDKTM. The MHC is HLA-DQA10201-DQB10301 with pseudo-sequence HLA-DQA10201-DQB10301. The binding affinity (normalized) is 0.294. (2) The binding affinity (normalized) is 0.904. The MHC is DRB1_0701 with pseudo-sequence DRB1_0701. The peptide sequence is YDKFLANVSTVLTGL. (3) The peptide sequence is NDAIKASTGGAYESY. The MHC is HLA-DQA10104-DQB10503 with pseudo-sequence HLA-DQA10104-DQB10503. The binding affinity (normalized) is 0.261. (4) The peptide sequence is SLSELTDALRTLGST. The MHC is DRB1_0401 with pseudo-sequence DRB1_0401. The binding affinity (normalized) is 0.257. (5) The peptide sequence is PEGLLWLLLTGKVPT. The MHC is DRB1_0901 with pseudo-sequence DRB1_0901. The binding affinity (normalized) is 0.510. (6) The peptide sequence is HSLLRTQRLHKFLVC. The MHC is DRB5_0101 with pseudo-sequence DRB5_0101. The binding affinity (normalized) is 0.410. (7) The binding affinity (normalized) is 0.610. The peptide sequence is ARDRSIALTFLAVGG. The MHC is DRB1_1501 with pseudo-sequence DRB1_1501.